Dataset: Reaction yield outcomes from USPTO patents with 853,638 reactions. Task: Predict the reaction yield, written as a fraction of the theoretical maximum amount of product (1.0 means a 100% yield; for example, 0.34 means a 34% yield). (1) The reactants are [CH2:1]([O:8][C:9](=[O:31])[C@@H:10]([NH:18][C:19](=[O:30])[C@@H:20]([NH:22]C(OC(C)(C)C)=O)[CH3:21])[CH2:11][C:12]1[CH:17]=[CH:16][CH:15]=[CH:14][CH:13]=1)[C:2]1[CH:7]=[CH:6][CH:5]=[CH:4][CH:3]=1.FC(F)(F)C(O)=O.C(N(CC)C(C)C)(C)C.[CH2:48]1[C:56]2[C:51](=[CH:52][CH:53]=[CH:54][CH:55]=2)[CH2:50][CH:49]1[C:57]([OH:59])=O.CN(C(ON1N=NC2C=CC=NC1=2)=[N+](C)C)C.F[P-](F)(F)(F)(F)F. The catalyst is ClCCl. The product is [CH2:1]([O:8][C:9](=[O:31])[C@@H:10]([NH:18][C:19](=[O:30])[C@@H:20]([NH:22][C:57]([CH:49]1[CH2:48][C:56]2[C:51](=[CH:52][CH:53]=[CH:54][CH:55]=2)[CH2:50]1)=[O:59])[CH3:21])[CH2:11][C:12]1[CH:13]=[CH:14][CH:15]=[CH:16][CH:17]=1)[C:2]1[CH:3]=[CH:4][CH:5]=[CH:6][CH:7]=1. The yield is 0.240. (2) The reactants are [N+:1]([C:4]1[CH:5]=[C:6]([CH:15]=[CH:16][CH:17]=1)[C:7]([C:9]1[CH:10]=[N:11][CH:12]=[CH:13][CH:14]=1)=[O:8])([O-])=O.[Sn](Cl)Cl.O.[OH-].[Na+]. The catalyst is C(O)C.Cl. The product is [NH2:1][C:4]1[CH:5]=[C:6]([CH:15]=[CH:16][CH:17]=1)[C:7]([C:9]1[CH:10]=[N:11][CH:12]=[CH:13][CH:14]=1)=[O:8]. The yield is 0.850. (3) The reactants are C(N(CC)CC)C.S(Cl)(C)(=O)=O.[CH3:13][O:14][C:15]([CH:17]1[CH:21]([C@@H:22]([CH3:25])[CH2:23]O)[CH2:20][N:19]([C:26]([O:28][CH2:29][C:30]2[CH:35]=[CH:34][CH:33]=[CH:32][CH:31]=2)=[O:27])[CH2:18]1)=[O:16].C(O)(=O)CC(CC(O)=O)(C(O)=O)O.[I-:49].[Na+]. The catalyst is ClCCl.C(OCC)(=O)C.CO. The product is [CH3:13][O:14][C:15]([CH:17]1[CH:21]([C@@H:22]([CH3:25])[CH2:23][I:49])[CH2:20][N:19]([C:26]([O:28][CH2:29][C:30]2[CH:35]=[CH:34][CH:33]=[CH:32][CH:31]=2)=[O:27])[CH2:18]1)=[O:16]. The yield is 0.840.